From a dataset of Catalyst prediction with 721,799 reactions and 888 catalyst types from USPTO. Predict which catalyst facilitates the given reaction. (1) Reactant: [CH3:1][N:2]1[CH:6]=[C:5]([NH:7][C:8]2[N:13]=[C:12]([NH:14][CH:15]3[CH2:24][CH2:23][C:18]4([CH2:22][NH:21][CH2:20][CH2:19]4)[CH2:17][CH2:16]3)[CH:11]=[CH:10][N:9]=2)[CH:4]=[N:3]1.[C:25]([CH2:27][C:28](O)=[O:29])#[N:26].CCN=C=NCCCN(C)C.C1C=NC2N(O)N=NC=2C=1. Product: [CH3:1][N:2]1[CH:6]=[C:5]([NH:7][C:8]2[N:13]=[C:12]([NH:14][CH:15]3[CH2:24][CH2:23][C:18]4([CH2:22][N:21]([C:28](=[O:29])[CH2:27][C:25]#[N:26])[CH2:20][CH2:19]4)[CH2:17][CH2:16]3)[CH:11]=[CH:10][N:9]=2)[CH:4]=[N:3]1. The catalyst class is: 59. (2) Reactant: [CH3:1][O:2][C:3]1[CH:16]=[C:15]([O:17][CH3:18])[CH:14]=[CH:13][C:4]=1[CH2:5][NH:6][C:7]1[CH:12]=[CH:11][N:10]=[CH:9][N:8]=1.[F:19][C:20]1[CH:25]=[C:24]([F:26])[CH:23]=[CH:22][C:21]=1[S:27](Cl)(=[O:29])=[O:28].N12CCN(CC1)CC2. Product: [CH3:1][O:2][C:3]1[CH:16]=[C:15]([O:17][CH3:18])[CH:14]=[CH:13][C:4]=1[CH2:5][N:6]([C:7]1[CH:12]=[CH:11][N:10]=[CH:9][N:8]=1)[S:27]([C:21]1[CH:22]=[CH:23][C:24]([F:26])=[CH:25][C:20]=1[F:19])(=[O:29])=[O:28]. The catalyst class is: 10. (3) Reactant: [Li+].[OH-:2].[CH:3]1([CH2:6][C:7]2[CH:12]=[C:11]([CH3:13])[C:10]([NH:14][C:15]([NH:17][C:18]3[CH:19]=[C:20]([C:39]4[CH:44]=[CH:43][CH:42]=[C:41]([F:45])[CH:40]=4)[CH:21]=[CH:22][C:23]=3[C:24]([N:26](C(C)(C)C)[C@H:27]([C:31]([O:33]C)=[O:32])[C@@H:28]([CH3:30])[OH:29])=[O:25])=O)=[C:9]([CH3:46])[CH:8]=2)[CH2:5][CH2:4]1. Product: [CH:3]1([CH2:6][C:7]2[CH:8]=[C:9]([CH3:46])[C:10]([NH:14][C:15]([NH:17][C:18]3[CH:19]=[C:20]([C:39]4[CH:44]=[CH:43][CH:42]=[C:41]([F:45])[CH:40]=4)[CH:21]=[CH:22][C:23]=3[C:24]([NH:26][C@H:27]([C:31]([OH:33])=[O:32])[C@@H:28]([CH3:30])[O:29][C:3]([CH3:6])([CH3:5])[CH3:4])=[O:25])=[O:2])=[C:11]([CH3:13])[CH:12]=2)[CH2:4][CH2:5]1. The catalyst class is: 776.